This data is from Reaction yield outcomes from USPTO patents with 853,638 reactions. The task is: Predict the reaction yield, written as a fraction of the theoretical maximum amount of product (1.0 means a 100% yield; for example, 0.34 means a 34% yield). (1) The reactants are [CH3:1][C:2]1[CH:10]=[CH:9][C:5]([C:6](O)=[O:7])=[CH:4][N:3]=1.ON1C2C=CC=CC=2N=N1.CCN=C=NCCCN(C)C.Cl.CN1CCOCC1.Cl.[CH3:41][NH:42][O:43][CH3:44]. The catalyst is CN(C=O)C. The product is [CH3:44][O:43][N:42]([CH3:41])[C:6](=[O:7])[C:5]1[CH:9]=[CH:10][C:2]([CH3:1])=[N:3][CH:4]=1. The yield is 0.290. (2) The reactants are [NH2:1][CH:2]1[CH2:7][CH2:6][O:5][CH2:4][CH2:3]1.CC(C)([O-])C.[Na+].Br[C:15]1[CH:22]=[C:21]([N:23]2[C:31]3[CH2:30][C:29]([CH3:33])([CH3:32])[CH2:28][C:27](=[O:34])[C:26]=3[C:25]([C:35]([F:38])([F:37])[F:36])=[N:24]2)[CH:20]=[CH:19][C:16]=1[C:17]#[N:18]. The catalyst is C1(C)C=CC=CC=1.O.C(OCC)(=O)C.C([O-])(=O)C.[Pd+2].C([O-])(=O)C.C1C=CC(P(C2C=CC=CC=2)[C-]2C=CC=C2)=CC=1.C1C=CC(P(C2C=CC=CC=2)[C-]2C=CC=C2)=CC=1.[Fe+2]. The product is [CH3:32][C:29]1([CH3:33])[CH2:30][C:31]2[N:23]([C:21]3[CH:20]=[CH:19][C:16]([C:17]#[N:18])=[C:15]([NH:1][CH:2]4[CH2:7][CH2:6][O:5][CH2:4][CH2:3]4)[CH:22]=3)[N:24]=[C:25]([C:35]([F:37])([F:38])[F:36])[C:26]=2[C:27](=[O:34])[CH2:28]1. The yield is 0.490. (3) The reactants are Cl[C:2]1[CH:7]=[C:6]([O:8][C:9]2[CH:15]=[CH:14][C:12]([NH2:13])=[CH:11][C:10]=2[F:16])[CH:5]=[CH:4][N:3]=1.[CH3:17][N:18]1[CH:22]=[C:21](B2OC(C)(C)C(C)(C)O2)[CH:20]=[N:19]1.C([O-])([O-])=O.[Na+].[Na+]. No catalyst specified. The product is [F:16][C:10]1[CH:11]=[C:12]([CH:14]=[CH:15][C:9]=1[O:8][C:6]1[CH:5]=[CH:4][N:3]=[C:2]([C:21]2[CH:20]=[N:19][N:18]([CH3:17])[CH:22]=2)[CH:7]=1)[NH2:13]. The yield is 0.340. (4) The reactants are [Cl:1][C:2]1[N:7]=[C:6]([C:8]2[S:12][C:11]([CH:13]([CH3:15])[CH3:14])=[N:10][C:9]=2[C:16]2[CH:17]=[C:18]([CH:20]=[CH:21][CH:22]=2)[NH2:19])[CH:5]=[CH:4][N:3]=1.[CH3:23][N:24]1[CH:28]=[C:27]([S:29](Cl)(=[O:31])=[O:30])[CH:26]=[N:25]1. No catalyst specified. The product is [Cl:1][C:2]1[N:7]=[C:6]([C:8]2[S:12][C:11]([CH:13]([CH3:15])[CH3:14])=[N:10][C:9]=2[C:16]2[CH:17]=[C:18]([NH:19][S:29]([C:27]3[CH:26]=[N:25][N:24]([CH3:23])[CH:28]=3)(=[O:31])=[O:30])[CH:20]=[CH:21][CH:22]=2)[CH:5]=[CH:4][N:3]=1. The yield is 0.586. (5) The reactants are [NH2:1][C:2]1[CH:7]=[C:6]([Cl:8])[C:5]([S:9][C:10]2[CH:11]=[C:12]([CH:17]([CH3:19])[CH3:18])[C:13](=[O:16])[NH:14][N:15]=2)=[C:4]([Cl:20])[CH:3]=1.N([O-])=O.[Na+].[C:25]([CH2:27][C:28]([NH:30][C:31]([O:33][CH2:34][CH3:35])=[O:32])=[O:29])#[N:26].[N:36]1C=CC=CC=1. The catalyst is O.Cl. The product is [CH2:34]([O:33][C:31](=[O:32])[NH:30][C:28](=[O:29])[C:27]([C:25]#[N:26])=[N:36][NH:1][C:2]1[CH:3]=[C:4]([Cl:20])[C:5]([S:9][C:10]2[CH:11]=[C:12]([CH:17]([CH3:18])[CH3:19])[C:13](=[O:16])[NH:14][N:15]=2)=[C:6]([Cl:8])[CH:7]=1)[CH3:35]. The yield is 0.580. (6) The reactants are [CH2:1]([C:3]1[CH2:4][CH:5]2[CH:8]([CH:9]=1)[C:7](=O)[CH2:6]2)[CH3:2].[CH3:11][C:12]1([CH3:20])[O:19][C:17](=[O:18])[CH2:16][C:14](=[O:15])[O:13]1.N1C=CC=CC=1. The catalyst is Cl[Ti](Cl)(Cl)Cl.C1COCC1. The product is [CH2:1]([C:3]1[CH2:4][CH:5]2[CH:8]([CH:9]=1)[C:7](=[C:16]1[C:17](=[O:18])[O:19][C:12]([CH3:20])([CH3:11])[O:13][C:14]1=[O:15])[CH2:6]2)[CH3:2]. The yield is 0.832. (7) The reactants are [Cl:1][C:2]1[CH:7]=[CH:6][C:5]([C:8]2[C:12]3[CH2:13][NH:14][CH2:15][CH2:16][C:11]=3[N:10]([CH2:17][CH2:18][CH2:19][N:20]3[CH2:25][CH2:24][O:23][CH2:22][CH2:21]3)[N:9]=2)=[CH:4][C:3]=1[C:26]#[C:27][C:28]1[CH:33]=[CH:32][C:31]([Cl:34])=[CH:30][CH:29]=1.[C:35](=[O:38])([O-:37])N.[C:39](O)(C(F)(F)F)=[O:40].[CH2:46](Cl)Cl. No catalyst specified. The product is [CH3:46][O:37][C:35](=[O:38])[C:39]([N:14]1[CH2:15][CH2:16][C:11]2[N:10]([CH2:17][CH2:18][CH2:19][N:20]3[CH2:25][CH2:24][O:23][CH2:22][CH2:21]3)[N:9]=[C:8]([C:5]3[CH:6]=[CH:7][C:2]([Cl:1])=[C:3]([C:26]#[C:27][C:28]4[CH:29]=[CH:30][C:31]([Cl:34])=[CH:32][CH:33]=4)[CH:4]=3)[C:12]=2[CH2:13]1)=[O:40]. The yield is 0.920.